This data is from Reaction yield outcomes from USPTO patents with 853,638 reactions. The task is: Predict the reaction yield, written as a fraction of the theoretical maximum amount of product (1.0 means a 100% yield; for example, 0.34 means a 34% yield). The reactants are C(OCC1C(C2C=C(NC3C=CC(OCCN(C)C)=CN=3)C(=O)N(C)C=2)=CC(F)=CC=1[N:34]1[CH2:45][CH2:44][C:43]2[C:42]3[CH2:41][C:40]([CH3:47])([CH3:46])[CH2:39][C:38]=3[S:37][C:36]=2[C:35]1=[O:48])(=O)C.O[Li].O. The catalyst is C(O)(C)C.O. The product is [CH3:46][C:40]1([CH3:47])[CH2:39][C:38]2[S:37][C:36]3[C:35](=[O:48])[NH:34][CH2:45][CH2:44][C:43]=3[C:42]=2[CH2:41]1. The yield is 0.710.